This data is from Reaction yield outcomes from USPTO patents with 853,638 reactions. The task is: Predict the reaction yield, written as a fraction of the theoretical maximum amount of product (1.0 means a 100% yield; for example, 0.34 means a 34% yield). (1) The reactants are C(O)(=O)C(C)O.[NH2:7][C@H:8]([C:16]([OH:18])=[O:17])[CH2:9][C:10]1[CH:15]=[CH:14][CH:13]=[CH:12][CH:11]=1.C(OC(=O)[C@H](CC1C=CC=CC=1)N)C. The catalyst is C(O)(C)C. The product is [NH2:7][C@H:8]([C:16]([OH:18])=[O:17])[CH2:9][C:10]1[CH:15]=[CH:14][CH:13]=[CH:12][CH:11]=1. The yield is 0.800. (2) No catalyst specified. The yield is 0.885. The reactants are P(Cl)(Cl)([Cl:3])=O.[Cl:6][C:7]1[CH:16]=[C:15]2[C:10]([C:11](O)=[CH:12][CH:13]=[N:14]2)=[CH:9][CH:8]=1. The product is [Cl:3][C:11]1[C:10]2[C:15](=[CH:16][C:7]([Cl:6])=[CH:8][CH:9]=2)[N:14]=[CH:13][CH:12]=1. (3) The reactants are [C:1](OC(=O)C)(=[O:3])[CH3:2].[OH:8][C:9]1[CH:18]=[C:17]([OH:19])[CH:16]=[CH:15][C:10]=1[C:11]([O:13][CH3:14])=[O:12].O. The catalyst is B(F)(F)F.CCOCC. The product is [C:1]([C:16]1[C:17]([OH:19])=[CH:18][C:9]([OH:8])=[C:10]([CH:15]=1)[C:11]([O:13][CH3:14])=[O:12])(=[O:3])[CH3:2]. The yield is 0.420. (4) The reactants are [C:1]([N:8]1[CH2:13][CH2:12][NH:11][CH2:10][CH2:9]1)([O:3][C:4]([CH3:7])([CH3:6])[CH3:5])=[O:2].[N:14]#[C:15]Br. The catalyst is ClCCl. The product is [C:15]([N:11]1[CH2:10][CH2:9][N:8]([C:1]([O:3][C:4]([CH3:7])([CH3:6])[CH3:5])=[O:2])[CH2:13][CH2:12]1)#[N:14]. The yield is 0.570. (5) The reactants are C1C2C(CO[C:16]([N:18]([CH2:34][C:35]3[N:39]([CH3:40])[C:38]4[CH:41]=[CH:42][CH:43]=[CH:44][C:37]=4[N:36]=3)[CH2:19][CH2:20][NH:21][C@@H:22]([C:30]([CH3:33])([CH3:32])[CH3:31])[C:23]([O:25][C:26]([CH3:29])([CH3:28])[CH3:27])=[O:24])=[O:17])C3C(=CC=CC=3)C=2C=CC=1.C(NCC)C.C(=O)(OC1C=CC([N+]([O-])=O)=CC=1)OC1C=CC([N+]([O-])=O)=CC=1. The catalyst is CN(C)C=O.ClCCCl. The product is [CH3:31][C:30]([CH3:32])([CH3:33])[C@H:22]([N:21]1[CH2:20][CH2:19][N:18]([CH2:34][C:35]2[N:39]([CH3:40])[C:38]3[CH:41]=[CH:42][CH:43]=[CH:44][C:37]=3[N:36]=2)[C:16]1=[O:17])[C:23]([O:25][C:26]([CH3:28])([CH3:27])[CH3:29])=[O:24]. The yield is 0.640.